This data is from Full USPTO retrosynthesis dataset with 1.9M reactions from patents (1976-2016). The task is: Predict the reactants needed to synthesize the given product. (1) Given the product [C:13]([O:17][C:18](=[O:50])[CH2:19][CH:20]([C:33](=[O:49])[N:34]([C:37]1[CH:38]=[CH:39][C:40]([C:43]2[CH:48]=[CH:47][CH:46]=[CH:45][CH:44]=2)=[CH:41][CH:42]=1)[CH2:35][CH3:36])[CH:21]([C:22](=[O:23])[NH:71][O:70][C:51]([C:58]1[CH:63]=[CH:62][CH:61]=[CH:60][CH:59]=1)([C:64]1[CH:65]=[CH:66][CH:67]=[CH:68][CH:69]=1)[C:52]1[CH:57]=[CH:56][CH:55]=[CH:54][CH:53]=1)[CH2:25][CH2:26][C:27]1[CH:32]=[CH:31][CH:30]=[CH:29][CH:28]=1)([CH3:14])([CH3:15])[CH3:16], predict the reactants needed to synthesize it. The reactants are: CCN=C=NCCCN(C)C.Cl.[C:13]([O:17][C:18](=[O:50])[CH2:19][CH:20]([C:33](=[O:49])[N:34]([C:37]1[CH:42]=[CH:41][C:40]([C:43]2[CH:48]=[CH:47][CH:46]=[CH:45][CH:44]=2)=[CH:39][CH:38]=1)[CH2:35][CH3:36])[CH:21]([CH2:25][CH2:26][C:27]1[CH:32]=[CH:31][CH:30]=[CH:29][CH:28]=1)[C:22](O)=[O:23])([CH3:16])([CH3:15])[CH3:14].[C:51]([O:70][NH2:71])([C:64]1[CH:69]=[CH:68][CH:67]=[CH:66][CH:65]=1)([C:58]1[CH:63]=[CH:62][CH:61]=[CH:60][CH:59]=1)[C:52]1[CH:57]=[CH:56][CH:55]=[CH:54][CH:53]=1. (2) Given the product [CH3:1][C:2]1[C:6]2[CH:7]=[CH:8][CH:9]=[CH:10][C:5]=2[O:4][C:3]=1[C:11]([O:13][CH3:14])=[O:12], predict the reactants needed to synthesize it. The reactants are: [CH3:1][C:2]1[C:6]2[CH:7]=[CH:8][CH:9]=[CH:10][C:5]=2[O:4][C:3]=1[C:11]([OH:13])=[O:12].[C:14](Cl)(=O)C(Cl)=O.CO. (3) Given the product [C:7]1([CH2:13][NH:14][CH:3]([CH3:4])[CH:2]([OH:1])[CH3:6])[CH:12]=[CH:11][CH:10]=[CH:9][CH:8]=1, predict the reactants needed to synthesize it. The reactants are: [OH:1][CH:2]([CH3:6])[C:3](=O)[CH3:4].[C:7]1([CH2:13][NH2:14])[CH:12]=[CH:11][CH:10]=[CH:9][CH:8]=1.C(O)(=O)C.C(O[BH-](OC(=O)C)OC(=O)C)(=O)C.[Na+].C([O-])(O)=O.[Na+]. (4) Given the product [N:1]1([S:10]([C:13]2[CH:22]=[CH:21][C:20]([O:23][CH3:24])=[C:19]3[C:14]=2[CH2:15][CH2:16][C@H:17]([NH2:25])[CH2:18]3)(=[O:12])=[O:11])[C:5]2[CH:6]=[CH:7][CH:8]=[CH:9][C:4]=2[N:3]=[CH:2]1, predict the reactants needed to synthesize it. The reactants are: [N:1]1([S:10]([C:13]2[CH:22]=[CH:21][C:20]([O:23][CH3:24])=[C:19]3[C:14]=2[CH2:15][CH2:16][C@H:17]([NH:25]C(=O)C(F)(F)F)[CH2:18]3)(=[O:12])=[O:11])[C:5]2[CH:6]=[CH:7][CH:8]=[CH:9][C:4]=2[N:3]=[CH:2]1. (5) Given the product [N+:16]([C:8]1[CH:9]=[C:10]([O:11][CH2:12][CH2:13][CH2:14][CH3:15])[C:3]([O:2][CH3:1])=[CH:4][C:5]=1[C:6]#[N:7])([O-:18])=[O:17], predict the reactants needed to synthesize it. The reactants are: [CH3:1][O:2][C:3]1[CH:4]=[C:5]([CH:8]=[CH:9][C:10]=1[O:11][CH2:12][CH2:13][CH2:14][CH3:15])[C:6]#[N:7].[N+:16]([O-])([OH:18])=[O:17]. (6) Given the product [CH:16]1([C:12]2[CH:11]=[C:10]([CH3:19])[C:9]([OH:8])=[C:14]([CH3:15])[CH:13]=2)[CH2:18][CH2:17]1, predict the reactants needed to synthesize it. The reactants are: C([Si]([O:8][C:9]1[C:14]([CH3:15])=[CH:13][C:12]([CH:16]2[CH2:18][CH2:17]2)=[CH:11][C:10]=1[CH3:19])(C)C)(C)(C)C.[F-].C([N+](CCCC)(CCCC)CCCC)CCC.C(O)(=O)C. (7) Given the product [CH2:24]1[C:25]2[C:30](=[CH:29][CH:28]=[CH:27][CH:26]=2)[CH2:31][CH:23]1[N:16]([C:17]1[N:18]=[CH:19][CH:20]=[CH:21][N:22]=1)[CH2:15][CH2:14][CH:9]1[CH2:10][CH2:11][CH2:12][CH2:13][NH:8]1, predict the reactants needed to synthesize it. The reactants are: C(OC([N:8]1[CH2:13][CH2:12][CH2:11][CH2:10][CH:9]1[CH2:14][CH2:15][N:16]([CH:23]1[CH2:31][C:30]2[C:25](=[CH:26][CH:27]=[CH:28][CH:29]=2)[CH2:24]1)[C:17]1[N:22]=[CH:21][CH:20]=[CH:19][N:18]=1)=O)(C)(C)C.